Regression. Given a peptide amino acid sequence and an MHC pseudo amino acid sequence, predict their binding affinity value. This is MHC class I binding data. From a dataset of Peptide-MHC class I binding affinity with 185,985 pairs from IEDB/IMGT. (1) The binding affinity (normalized) is 0.416. The MHC is HLA-A02:02 with pseudo-sequence HLA-A02:02. The peptide sequence is YTLLGCWSFV. (2) The peptide sequence is ITMYDKILSY. The MHC is HLA-A33:01 with pseudo-sequence HLA-A33:01. The binding affinity (normalized) is 0.222. (3) The peptide sequence is IATLYCVHQR. The MHC is HLA-A11:01 with pseudo-sequence HLA-A11:01. The binding affinity (normalized) is 0.199. (4) The peptide sequence is CVRNLEELT. The MHC is HLA-A02:06 with pseudo-sequence HLA-A02:06. The binding affinity (normalized) is 0. (5) The peptide sequence is GSENLRSLY. The MHC is Mamu-A02 with pseudo-sequence Mamu-A02. The binding affinity (normalized) is 1.00. (6) The peptide sequence is WIYDPRNQK. The MHC is HLA-A31:01 with pseudo-sequence HLA-A31:01. The binding affinity (normalized) is 0.567.